This data is from Reaction yield outcomes from USPTO patents with 853,638 reactions. The task is: Predict the reaction yield, written as a fraction of the theoretical maximum amount of product (1.0 means a 100% yield; for example, 0.34 means a 34% yield). (1) The yield is 0.770. The catalyst is CO.O1CCOCC1.O1CCCC1. The product is [F:26][C:27]1[CH:34]=[CH:31][C:30]([CH2:35][C:36]2[O:37][C:38]([C:41]([C:43]3[CH2:44][N:45]([CH:51]([CH3:53])[CH3:52])[C:46](=[O:50])[C:47]=3[O:48][CH3:49])=[O:42])=[CH:39][CH:40]=2)=[C:29]([CH:28]=1)[C:21]([OH:22])=[O:24]. The reactants are C1C=C2C(C=C(NCNCCCC(O)=O)C=C2)=CC=1.Cl.[C:21](=[O:24])(O)[O-:22].[Na+].[F:26][C:27]1[CH:28]=[CH:29][C:30]([CH2:35][C:36]2[O:37][C:38]([C:41]([C:43]3[CH2:44][N:45]([CH:51]([CH3:53])[CH3:52])[C:46](=[O:50])[C:47]=3[O:48][CH3:49])=[O:42])=[CH:39][CH:40]=2)=[C:31]([CH:34]=1)C=O.CC(=CC)C.Cl([O-])=O.[Na+].O.O.P([O-])(O)(O)=O.[Na+]. (2) The reactants are O1CCCCC1[N:7]1[C:15]2[C:10](=[CH:11][C:12]([C:16]3[N:20]=[CH:19][N:18](C(C4C=CC=CC=4)(C4C=CC=CC=4)C4C=CC=CC=4)[N:17]=3)=[CH:13][CH:14]=2)[C:9]([C:40]2[CH:41]=[C:42]([NH2:46])[CH:43]=[CH:44][CH:45]=2)=[N:8]1.[CH3:47][CH:48]([CH3:52])[C:49](Cl)=[O:50].O. The catalyst is N1C=CC=CC=1. The product is [NH:18]1[CH:19]=[N:20][C:16]([C:12]2[CH:11]=[C:10]3[C:15](=[CH:14][CH:13]=2)[NH:7][N:8]=[C:9]3[C:40]2[CH:41]=[C:42]([NH:46][C:49](=[O:50])[CH:48]([CH3:52])[CH3:47])[CH:43]=[CH:44][CH:45]=2)=[N:17]1. The yield is 0.0500. (3) The reactants are C([O:5][C:6](=[O:30])[CH2:7][CH2:8][NH:9][C:10]1[N:15]=[C:14]([NH:16][C:17]2[N:22]=[CH:21][C:20]3[N:23]=[C:24]([CH3:29])[N:25]([CH:26]([CH3:28])[CH3:27])[C:19]=3[CH:18]=2)[CH:13]=[CH:12][N:11]=1)(C)(C)C.C(O)(C(F)(F)F)=O.C1(C)C=CC=CC=1. The catalyst is ClCCl. The product is [CH:26]([N:25]1[C:19]2[CH:18]=[C:17]([NH:16][C:14]3[CH:13]=[CH:12][N:11]=[C:10]([NH:9][CH2:8][CH2:7][C:6]([OH:30])=[O:5])[N:15]=3)[N:22]=[CH:21][C:20]=2[N:23]=[C:24]1[CH3:29])([CH3:28])[CH3:27]. The yield is 0.850. (4) The reactants are [CH:1]1[C:14]2[C:13](=[O:15])[C:12]3[C:7](=[CH:8][CH:9]=[CH:10][CH:11]=3)[O:6][C:5]=2[CH:4]=[CH:3][CH:2]=1.C[O:17][CH3:18].Cl[C:20]([CH3:24])([CH3:23])[C:21]#C.[C:25]([O-:28])([O-])=O.[Cs+].[Cs+].Cl.CN([CH:35]=[O:36])C. No catalyst specified. The product is [CH3:35][O:36][C:11]1[C:12]2[C:13](=[O:15])[C:14]3[C:5](=[C:4]([O:28][CH3:25])[CH:3]=[CH:2][CH:1]=3)[O:6][C:7]=2[CH:8]=[C:9]([O:17][C:18]#[C:21][CH:20]([CH3:24])[CH3:23])[CH:10]=1. The yield is 0.750. (5) The reactants are CN(C)[CH:3]=[O:4].P(Cl)(Cl)(Cl)=O.[C:11]1([N:17]2[CH2:22][CH2:21][CH2:20][CH2:19][CH2:18]2)[CH:16]=[CH:15][CH:14]=[CH:13][CH:12]=1. The catalyst is ClCCCl. The product is [N:17]1([C:11]2[CH:16]=[CH:15][C:14]([CH:3]=[O:4])=[CH:13][CH:12]=2)[CH2:22][CH2:21][CH2:20][CH2:19][CH2:18]1. The yield is 0.400.